Dataset: Peptide-MHC class II binding affinity with 134,281 pairs from IEDB. Task: Regression. Given a peptide amino acid sequence and an MHC pseudo amino acid sequence, predict their binding affinity value. This is MHC class II binding data. The MHC is DRB3_0101 with pseudo-sequence DRB3_0101. The binding affinity (normalized) is 0.320. The peptide sequence is NRASLMQLISTNVFG.